This data is from Forward reaction prediction with 1.9M reactions from USPTO patents (1976-2016). The task is: Predict the product of the given reaction. (1) Given the reactants [Cl:1][C:2]1[CH:11]=[CH:10][C:9]2[C:8]([C:12]([OH:14])=O)=[CH:7][CH:6]=[CH:5][C:4]=2[N:3]=1.CN(C(ON1N=NC2C=CC=CC1=2)=[N+](C)C)C.F[P-](F)(F)(F)(F)F.[CH3:39][N:40]1[CH2:45][CH2:44][NH:43][CH2:42][CH2:41]1.[OH-].[Na+], predict the reaction product. The product is: [Cl:1][C:2]1[CH:11]=[CH:10][C:9]2[C:4](=[CH:5][CH:6]=[CH:7][C:8]=2[C:12]([N:43]2[CH2:44][CH2:45][N:40]([CH3:39])[CH2:41][CH2:42]2)=[O:14])[N:3]=1. (2) Given the reactants [Cl:1][C:2]1[CH:3]=[N:4][CH:5]=[C:6]([Cl:9])[C:7]=1[CH3:8].[Li+].C[Si]([N-][Si](C)(C)C)(C)C.[CH3:20][O:21][C:22]1[CH:23]=[C:24]([CH:27]=[CH:28][C:29]=1[O:30][CH3:31])[CH:25]=[O:26], predict the reaction product. The product is: [Cl:1][C:2]1[CH:3]=[N:4][CH:5]=[C:6]([Cl:9])[C:7]=1[CH2:8][CH:25]([C:24]1[CH:27]=[CH:28][C:29]([O:30][CH3:31])=[C:22]([O:21][CH3:20])[CH:23]=1)[OH:26]. (3) Given the reactants Cl.C([O:5][CH2:6][CH:7]([C:14]1[CH:15]=[C:16]([C:33]2[CH:38]=[C:37]([F:39])[CH:36]=[CH:35][C:34]=2[OH:40])[C:17]([OH:32])=[C:18]([C:20]2[NH:24][C:23]3[CH:25]=[CH:26][C:27]([C:29](=[NH:31])[NH2:30])=[CH:28][C:22]=3[N:21]=2)[CH:19]=1)[CH2:8][CH2:9][O:10]C(=O)C)(=O)C.Cl, predict the reaction product. The product is: [C:29]([C:27]1[CH:26]=[CH:25][C:23]2[NH:24][C:20]([C:18]3[CH:19]=[C:14]([CH:7]([CH2:8][CH2:9][OH:10])[CH2:6][OH:5])[CH:15]=[C:16]([C:33]4[CH:38]=[C:37]([F:39])[CH:36]=[CH:35][C:34]=4[OH:40])[C:17]=3[OH:32])=[N:21][C:22]=2[CH:28]=1)(=[NH:30])[NH2:31]. (4) Given the reactants [NH:1]1[CH2:6][CH2:5][O:4][CH2:3][CH2:2]1.Cl.C(N=C=NCCCN(C)C)C.[CH3:19][O:20][C:21]1[C:22]([CH3:51])=[C:23]([C:42]([O:49][CH3:50])=[C:43]([O:47][CH3:48])[C:44]=1[O:45][CH3:46])[CH2:24][C:25]1[CH:26]=[CH:27][C:28]([O:34][CH2:35][C:36]2[CH:41]=[CH:40][CH:39]=[CH:38][CH:37]=2)=[C:29]([CH:33]=1)[C:30](O)=[O:31], predict the reaction product. The product is: [CH3:19][O:20][C:21]1[C:22]([CH3:51])=[C:23]([C:42]([O:49][CH3:50])=[C:43]([O:47][CH3:48])[C:44]=1[O:45][CH3:46])[CH2:24][C:25]1[CH:26]=[CH:27][C:28]([O:34][CH2:35][C:36]2[CH:41]=[CH:40][CH:39]=[CH:38][CH:37]=2)=[C:29]([CH:33]=1)[C:30]([N:1]1[CH2:6][CH2:5][O:4][CH2:3][CH2:2]1)=[O:31]. (5) Given the reactants [CH3:1][C:2]1[O:6][N:5]=[C:4]([C:7]2[CH:12]=[CH:11][CH:10]=[CH:9][CH:8]=2)[C:3]=1[CH2:13][NH2:14].[O:15]1[CH2:20][CH2:19][CH:18]([NH:21][C:22]([C:24]2[S:28][C:27](Cl)=[N:26][CH:25]=2)=[O:23])[CH2:17][CH2:16]1, predict the reaction product. The product is: [O:15]1[CH2:20][CH2:19][CH:18]([NH:21][C:22]([C:24]2[S:28][C:27]([NH:14][CH2:13][C:3]3[C:4]([C:7]4[CH:12]=[CH:11][CH:10]=[CH:9][CH:8]=4)=[N:5][O:6][C:2]=3[CH3:1])=[N:26][CH:25]=2)=[O:23])[CH2:17][CH2:16]1. (6) The product is: [Br:1][C:2]1[CH:3]=[CH:4][C:5]([CH2:8][CH2:9][CH2:10][O:11][Si:23]([C:20]([CH3:22])([CH3:21])[CH3:19])([CH3:25])[CH3:24])=[CH:6][CH:7]=1. Given the reactants [Br:1][C:2]1[CH:7]=[CH:6][C:5]([CH2:8][CH2:9][CH2:10][OH:11])=[CH:4][CH:3]=1.C(N(CC)CC)C.[CH3:19][C:20]([Si:23](Cl)([CH3:25])[CH3:24])([CH3:22])[CH3:21], predict the reaction product. (7) The product is: [OH:8][C:9]1[CH:14]=[CH:13][N:12]([CH2:15][CH2:16][CH:17]([CH3:18])[CH3:19])[C:11](=[O:20])[CH:10]=1. Given the reactants C([O:8][C:9]1[CH:14]=[CH:13][N:12]([CH2:15][CH2:16][CH:17]([CH3:19])[CH3:18])[C:11](=[O:20])[CH:10]=1)C1C=CC=CC=1.C([O-])=O.[NH4+], predict the reaction product. (8) Given the reactants [CH3:1][C:2]1[C:3]([N+:14]([O-:16])=[O:15])=[C:4]2[C:9](=[CH:10][CH:11]=1)[C:8](=O)[NH+:7]([O-])[CH:6]=[CH:5]2.P(Cl)(Cl)([Cl:19])=O, predict the reaction product. The product is: [Cl:19][C:8]1[C:9]2[C:4](=[C:3]([N+:14]([O-:16])=[O:15])[C:2]([CH3:1])=[CH:11][CH:10]=2)[CH:5]=[CH:6][N:7]=1. (9) Given the reactants [C:1]1(=[O:14])[C:6]2=[CH:7][C:8]3[CH2:9][CH2:10][CH2:11][CH2:12][C:13]=3[N:5]2[CH2:4][CH2:3][NH:2]1.Br[C:16]1[C:21]([C:22]2([OH:26])[CH2:25][O:24][CH2:23]2)=[C:20]([Cl:27])[CH:19]=[CH:18][N:17]=1.CNCCNC.CC([O-])=O.[K+], predict the reaction product. The product is: [Cl:27][C:20]1[CH:19]=[CH:18][N:17]=[C:16]([N:2]2[CH2:3][CH2:4][N:5]3[C:13]4[CH2:12][CH2:11][CH2:10][CH2:9][C:8]=4[CH:7]=[C:6]3[C:1]2=[O:14])[C:21]=1[C:22]1([OH:26])[CH2:25][O:24][CH2:23]1.